This data is from Full USPTO retrosynthesis dataset with 1.9M reactions from patents (1976-2016). The task is: Predict the reactants needed to synthesize the given product. (1) Given the product [CH3:1][C:2]12[CH2:22][CH:6]([N:7]([C:9]([C:11]3[CH:19]=[C:18]4[C:14]([C:15]([C:20]([NH2:21])=[O:25])=[CH:16][NH:17]4)=[CH:13][CH:12]=3)=[O:10])[CH2:8]1)[CH2:5][C:4]([CH3:24])([CH3:23])[CH2:3]2, predict the reactants needed to synthesize it. The reactants are: [CH3:1][C:2]12[CH2:22][CH:6]([N:7]([C:9]([C:11]3[CH:19]=[C:18]4[C:14]([C:15]([C:20]#[N:21])=[CH:16][NH:17]4)=[CH:13][CH:12]=3)=[O:10])[CH2:8]1)[CH2:5][C:4]([CH3:24])([CH3:23])[CH2:3]2.[OH-:25].[Na+].OO. (2) Given the product [CH:8]1([C:7]2[C:2]([O:18][C@H:16]([CH3:17])[C:15]([F:20])([F:19])[F:14])=[CH:3][C:4]([C:11]([OH:13])=[O:12])=[N:5][CH:6]=2)[CH2:10][CH2:9]1, predict the reactants needed to synthesize it. The reactants are: Cl[C:2]1[C:7]([CH:8]2[CH2:10][CH2:9]2)=[CH:6][N:5]=[C:4]([C:11]([OH:13])=[O:12])[CH:3]=1.[F:14][C:15]([F:20])([F:19])[C@H:16]([OH:18])[CH3:17]. (3) Given the product [OH:25][CH2:23][C:24]1[N:10]([CH2:11][CH2:12][CH:13]([CH3:15])[CH3:14])[C:9]2[CH:8]=[CH:7][C:4]([C:5]#[N:6])=[CH:3][C:2]=2[N:1]=1, predict the reactants needed to synthesize it. The reactants are: [NH2:1][C:2]1[CH:3]=[C:4]([CH:7]=[CH:8][C:9]=1[NH:10][CH2:11][CH2:12][CH:13]([CH3:15])[CH3:14])[C:5]#[N:6].C(N(CC)CC)C.[C:23](OCC(Cl)=O)(=[O:25])[CH3:24].C([O-])([O-])=O.[K+].[K+]. (4) Given the product [OH:23][C:18]1[CH:17]=[C:16]2[C:21]([CH:22]=[C:13]([C:11]3[S:12][C:8]([C:6]([OH:7])=[O:5])=[C:9]([CH3:25])[N:10]=3)[C:14](=[O:24])[O:15]2)=[CH:20][CH:19]=1, predict the reactants needed to synthesize it. The reactants are: C([O:5][C:6]([C:8]1[S:12][C:11]([C:13]2[C:14](=[O:24])[O:15][C:16]3[C:21]([CH:22]=2)=[CH:20][CH:19]=[C:18]([OH:23])[CH:17]=3)=[N:10][C:9]=1[CH3:25])=[O:7])(C)(C)C.C1(OC)C=CC=CC=1.FC(F)(F)C(O)=O.C(OCC)C. (5) Given the product [F:10][C:8]1[CH:9]=[C:2]2[C:3]([CH:4]=[N:15][C:16]([NH2:18])=[N:17]2)=[CH:6][CH:7]=1, predict the reactants needed to synthesize it. The reactants are: F[C:2]1[CH:9]=[C:8]([F:10])[CH:7]=[CH:6][C:3]=1[CH:4]=O.C(=O)(O)O.[NH2:15][C:16]([NH2:18])=[NH:17].C(N(CC)C(C)C)(C)C.CN(C)C(=O)C.